Task: Regression/Classification. Given a drug SMILES string, predict its absorption, distribution, metabolism, or excretion properties. Task type varies by dataset: regression for continuous measurements (e.g., permeability, clearance, half-life) or binary classification for categorical outcomes (e.g., BBB penetration, CYP inhibition). For this dataset (solubility_aqsoldb), we predict Y.. Dataset: Aqueous solubility values for 9,982 compounds from the AqSolDB database (1) The molecule is CCOc1ccc(N(C(C)=O)C(C)=O)cc1. The Y is -1.95 log mol/L. (2) The compound is Clc1ccc(Cl)c(Oc2ccc(Cl)c(Cl)c2Cl)c1. The Y is -7.70 log mol/L. (3) The compound is OCCOCC#CCOCCO. The Y is 0.759 log mol/L. (4) The molecule is CCCCCOC(=O)CC. The Y is -2.25 log mol/L. (5) The compound is O=c1c2cc3[nH]c4c(Cl)cccc4c(=O)c3cc2[nH]c2c(Cl)cccc12. The Y is -6.46 log mol/L. (6) The molecule is CC(=O)NC(COC(=O)c1ccccc1)C(=O)O. The Y is -3.22 log mol/L. (7) The drug is Cc1ccccc1NC(=O)CC(=O)CN=Nc1ccc(S(=O)(=O)[O-])cc1[N+](=O)[O-].Cc1ccccc1NC(=O)CC(=O)CN=Nc1ccc(S(=O)(=O)[O-])cc1[N+](=O)[O-].[Ca+2]. The Y is -7.74 log mol/L. (8) The molecule is COc1cc(NS(=O)(=O)c2ccc(C)cc2)c2c(c1N)C(=O)c1ccccc1C2=O. The Y is -5.11 log mol/L. (9) The compound is CCCN1CC(C)n2c(nc3ccccc3c2=O)C1C. The Y is -2.24 log mol/L.